From a dataset of Hepatocyte clearance measurements from AstraZeneca. Regression/Classification. Given a drug SMILES string, predict its absorption, distribution, metabolism, or excretion properties. Task type varies by dataset: regression for continuous measurements (e.g., permeability, clearance, half-life) or binary classification for categorical outcomes (e.g., BBB penetration, CYP inhibition). For this dataset (clearance_hepatocyte_az), we predict log10(clearance) (log10 of the in vitro intrinsic clearance, CLint, in uL/min per 10^6 hepatocytes; values are censored to the assay range of 3 to 150, which is 0.477 to 2.18 on this log10 scale). (1) The molecule is CC(=O)Nc1ccc(O)cc1. The log10(clearance) is 0.800. (2) The compound is O=C1CN(/N=C/c2ccc([N+](=O)[O-])o2)C(=O)N1. The log10(clearance) is 0.480. (3) The compound is Nc1cc(C(=O)Nc2cccc(-c3nnn[nH]3)c2)cc(C(F)(F)F)c1. The log10(clearance) is 1.37. (4) The molecule is CC(=O)Nc1ccc(O)cc1. The log10(clearance) is 1.03.